Predict the product of the given reaction. From a dataset of Forward reaction prediction with 1.9M reactions from USPTO patents (1976-2016). (1) Given the reactants Br[C:2]1[C:11]2[C:6](=[CH:7][CH:8]=[CH:9][CH:10]=2)[C:5]([NH2:12])=[CH:4][CH:3]=1.CC1C=CC=CC=1P(C1C=CC=CC=1C)C1C=CC=CC=1C.[C:35]([NH:38][C:39](=[CH2:44])[C:40]([O:42][CH3:43])=[O:41])(=[O:37])[CH3:36].C(N(CC)CC)C, predict the reaction product. The product is: [CH3:43][O:42][C:40](=[O:41])[C:39]([NH:38][C:35](=[O:37])[CH3:36])=[CH:44][C:2]1[C:11]2[C:6](=[CH:7][CH:8]=[CH:9][CH:10]=2)[C:5]([NH2:12])=[CH:4][CH:3]=1. (2) The product is: [Br:39][CH2:2][C:3]1[CH:8]=[CH:7][C:6]([S:9]([CH3:37])(=[O:36])=[N:10][C:11](=[O:35])[C:12]2[CH:17]=[C:16]([C:18]#[C:19][C:20]3[CH:25]=[CH:24][CH:23]=[C:22]([NH:26][C:27]([C:29]4[O:30][CH:31]=[CH:32][C:33]=4[CH3:34])=[O:28])[CH:21]=3)[CH:15]=[N:14][CH:13]=2)=[CH:5][CH:4]=1. Given the reactants O[CH2:2][C:3]1[CH:8]=[CH:7][C:6]([S:9]([CH3:37])(=[O:36])=[N:10][C:11](=[O:35])[C:12]2[CH:17]=[C:16]([C:18]#[C:19][C:20]3[CH:25]=[CH:24][CH:23]=[C:22]([NH:26][C:27]([C:29]4[O:30][CH:31]=[CH:32][C:33]=4[CH3:34])=[O:28])[CH:21]=3)[CH:15]=[N:14][CH:13]=2)=[CH:5][CH:4]=1.C(Br)(Br)(Br)[Br:39].C1C=CC(P(C2C=CC=CC=2)C2C=CC=CC=2)=CC=1, predict the reaction product. (3) Given the reactants [CH3:1][C:2]([CH3:8])([C:6]#[CH:7])[C:3]([OH:5])=[O:4].[CH2:9](O)[C:10]1[CH:15]=[CH:14][CH:13]=[CH:12][CH:11]=1.C1CCC(N=C=NC2CCCCC2)CC1, predict the reaction product. The product is: [CH3:1][C:2]([CH3:8])([C:6]#[CH:7])[C:3]([O:5][CH2:9][C:10]1[CH:15]=[CH:14][CH:13]=[CH:12][CH:11]=1)=[O:4].